Predict the reactants needed to synthesize the given product. From a dataset of Full USPTO retrosynthesis dataset with 1.9M reactions from patents (1976-2016). (1) Given the product [CH3:21][S:18]([N:15]1[CH2:16][CH2:17][N:12]([CH2:11][C:9]2[S:8][C:6]3[N:7]=[C:2]([C:35]4[CH:34]=[N:36][C:2]([NH2:7])=[N:3][CH:4]=4)[N:3]=[C:4]([N:22]4[CH2:27][CH2:26][O:25][CH2:24][CH2:23]4)[C:5]=3[N:10]=2)[CH2:13][CH2:14]1)(=[O:20])=[O:19], predict the reactants needed to synthesize it. The reactants are: Cl[C:2]1[N:3]=[C:4]([N:22]2[CH2:27][CH2:26][O:25][CH2:24][CH2:23]2)[C:5]2[N:10]=[C:9]([CH2:11][N:12]3[CH2:17][CH2:16][N:15]([S:18]([CH3:21])(=[O:20])=[O:19])[CH2:14][CH2:13]3)[S:8][C:6]=2[N:7]=1.C(=O)([O-])[O-].[Na+].[Na+].[C:34](#[N:36])[CH3:35]. (2) Given the product [NH2:23][C:20]1[N:21]=[CH:22][C:17]([C:3]2[CH:4]=[CH:5][C:6]([C:25]3[CH:30]=[CH:29][CH:28]=[CH:27][C:26]=3[S:31]([N:34]3[CH2:38][CH:37]([OH:39])[CH:36]([N:40]4[CH2:44][CH2:43][CH2:42][CH2:41]4)[CH2:35]3)(=[O:33])=[O:32])=[CH:7][C:2]=2[F:1])=[N:18][CH:19]=1, predict the reactants needed to synthesize it. The reactants are: [F:1][C:2]1[CH:7]=[C:6](B2OC(C)(C)C(C)(C)O2)[CH:5]=[CH:4][C:3]=1[C:17]1[N:18]=[CH:19][C:20]([NH2:23])=[N:21][CH:22]=1.Br[C:25]1[CH:30]=[CH:29][CH:28]=[CH:27][C:26]=1[S:31]([N:34]1[CH2:38][CH:37]([OH:39])[CH:36]([N:40]2[CH2:44][CH2:43][CH2:42][CH2:41]2)[CH2:35]1)(=[O:33])=[O:32]. (3) Given the product [Br:24][C:20]1[CH:19]=[C:18]([C@@H:8]2[C@@H:9]([OH:17])[C@@H:10]([OH:16])[C@H:11]([OH:12])[C@@H:6]([CH2:5][OH:4])[O:7]2)[CH:23]=[CH:22][CH:21]=1, predict the reactants needed to synthesize it. The reactants are: C([O:4][CH2:5][C@@H:6]1[C@@H:11]([O:12]C(=O)C)[C@H:10]([OH:16])[C@H:9]([OH:17])[C@@H:8]([C:18]2[CH:23]=[CH:22][CH:21]=[C:20]([Br:24])[CH:19]=2)[O:7]1)(=O)C.CO[Na]. (4) Given the product [Br:1][C:2]1[C:3]([Cl:11])=[C:4]([O:13][CH3:12])[C:5](=[O:9])[N:6]([CH3:8])[N:7]=1, predict the reactants needed to synthesize it. The reactants are: [Br:1][C:2]1[C:3]([Cl:11])=[C:4](Cl)[C:5](=[O:9])[N:6]([CH3:8])[N:7]=1.[CH3:12][O-:13].[Na+]. (5) The reactants are: [CH3:1][O:2][C:3]1[CH:4]=[C:5]([CH:8]=[CH:9][C:10]=1[O:11][CH2:12][CH2:13][CH2:14][Cl:15])[C:6]#[N:7].[N+:16]([O-])([OH:18])=[O:17]. Given the product [N+:16]([C:8]1[CH:9]=[C:10]([O:11][CH2:12][CH2:13][CH2:14][Cl:15])[C:3]([O:2][CH3:1])=[CH:4][C:5]=1[C:6]#[N:7])([O-:18])=[O:17], predict the reactants needed to synthesize it. (6) Given the product [CH3:1][N:2]1[C:10]2[C:5](=[CH:6][CH:7]=[C:8]([CH3:11])[CH:9]=2)[C:4]([C:12]2[N:17]=[C:16]3[C:18]([C:29]([OH:31])=[O:30])=[CH:19][NH:20][C:15]3=[N:14][CH:13]=2)=[N:3]1, predict the reactants needed to synthesize it. The reactants are: [CH3:1][N:2]1[C:10]2[C:5](=[CH:6][CH:7]=[C:8]([CH3:11])[CH:9]=2)[C:4]([C:12]2[N:17]=[C:16]3[C:18]([C:29]([O:31]C)=[O:30])=[CH:19][N:20](COC(=O)C(C)(C)C)[C:15]3=[N:14][CH:13]=2)=[N:3]1.[OH-].[K+]. (7) Given the product [Cl:17][C:16]1[CH:15]=[CH:14][CH:13]=[C:12]([Cl:18])[C:11]=1[C:6]1[C:5]([OH:19])=[C:4]([CH:1]=[CH:2][CH3:3])[CH:9]=[C:8]([F:10])[CH:7]=1, predict the reactants needed to synthesize it. The reactants are: [CH2:1]([C:4]1[CH:9]=[C:8]([F:10])[CH:7]=[C:6]([C:11]2[C:16]([Cl:17])=[CH:15][CH:14]=[CH:13][C:12]=2[Cl:18])[C:5]=1[OH:19])[CH:2]=[CH2:3].